The task is: Predict the reactants needed to synthesize the given product.. This data is from Full USPTO retrosynthesis dataset with 1.9M reactions from patents (1976-2016). (1) Given the product [OH:17][C:5]1[C:6]2[O:10][N:9]=[C:8]([C:11]3[CH:16]=[CH:15][CH:14]=[CH:13][CH:12]=3)[C:7]=2[C:2]([CH3:23])=[N:3][C:4]=1[C:18]([O:20][CH2:21][CH3:22])=[O:19], predict the reactants needed to synthesize it. The reactants are: Br[C:2]1[C:7]2[C:8]([C:11]3[CH:16]=[CH:15][CH:14]=[CH:13][CH:12]=3)=[N:9][O:10][C:6]=2[C:5]([OH:17])=[C:4]([C:18]([O:20][CH2:21][CH3:22])=[O:19])[N:3]=1.[CH3:23][Sn](C)(C)C. (2) Given the product [Br:1][C:2]1[CH:7]=[C:6]([S:8]([CH3:9])=[O:19])[CH:5]=[C:4]([Br:10])[N:3]=1, predict the reactants needed to synthesize it. The reactants are: [Br:1][C:2]1[CH:7]=[C:6]([S:8][CH3:9])[CH:5]=[C:4]([Br:10])[N:3]=1.ClC1C=CC=C(C(OO)=[O:19])C=1. (3) The reactants are: [Br:1][C:2]1[CH:3]=[C:4]([O:11][CH3:12])[C:5](N)=[C:6]([O:8][CH3:9])[CH:7]=1.C([N:15](CC)CC)C.[C:20]([CH2:24][C:25](Cl)=[O:26])([CH3:23])([CH3:22])[CH3:21]. Given the product [Br:1][C:2]1[CH:3]=[C:4]([O:11][CH3:12])[C:5]([CH:24]([C:20]([CH3:23])([CH3:22])[CH3:21])[C:25]([NH2:15])=[O:26])=[C:6]([O:8][CH3:9])[CH:7]=1, predict the reactants needed to synthesize it. (4) Given the product [Br:1][C:2]1[C:3]([N:8]2[C:12]([CH2:13][C:14]3[C:15]([CH2:21][CH2:22][CH3:23])=[CH:16][C:17]([O:20][CH3:26])=[CH:18][N:19]=3)=[CH:11][CH:10]=[N:9]2)=[N:4][CH:5]=[CH:6][CH:7]=1, predict the reactants needed to synthesize it. The reactants are: [Br:1][C:2]1[C:3]([N:8]2[C:12]([CH2:13][C:14]3[N:19]=[CH:18][C:17]([OH:20])=[CH:16][C:15]=3[CH2:21][CH2:22][CH3:23])=[CH:11][CH:10]=[N:9]2)=[N:4][CH:5]=[CH:6][CH:7]=1.[H-].[Na+].[CH3:26]N(C=O)C. (5) Given the product [Cl:23][C:11]1[N:10]=[C:9]([C:6]2[CH:7]=[CH:8][C:3]([CH2:2][N:33]3[CH2:32][CH2:31][CH:30]([N:29]4[C:28]5[CH:36]=[CH:37][CH:38]=[CH:39][C:27]=5[NH:26][C:25]4=[O:24])[CH2:35][CH2:34]3)=[CH:4][CH:5]=2)[C:16]([C:17]2[CH:22]=[CH:21][CH:20]=[CH:19][CH:18]=2)=[CH:15][C:12]=1[C:13]#[N:14], predict the reactants needed to synthesize it. The reactants are: Br[CH2:2][C:3]1[CH:8]=[CH:7][C:6]([C:9]2[C:16]([C:17]3[CH:22]=[CH:21][CH:20]=[CH:19][CH:18]=3)=[CH:15][C:12]([C:13]#[N:14])=[C:11]([Cl:23])[N:10]=2)=[CH:5][CH:4]=1.[O:24]=[C:25]1[N:29]([CH:30]2[CH2:35][CH2:34][NH:33][CH2:32][CH2:31]2)[C:28]2[CH:36]=[CH:37][CH:38]=[CH:39][C:27]=2[NH:26]1. (6) Given the product [F:34][C:35]1[CH:41]=[CH:40][C:38]([NH:39][C:25]([NH:24][C:21]2[CH:22]=[CH:23][C:18]([C:6]3[N:7]=[C:8]([N:11]4[CH2:16][CH2:15][O:14][CH2:13][C@@H:12]4[CH3:17])[C:9]4[CH2:10][N:2]([CH3:1])[CH2:3][C:4]=4[N:5]=3)=[CH:19][CH:20]=2)=[O:26])=[CH:37][CH:36]=1, predict the reactants needed to synthesize it. The reactants are: [CH3:1][N:2]1[CH2:10][C:9]2[C:8]([N:11]3[CH2:16][CH2:15][O:14][CH2:13][C@@H:12]3[CH3:17])=[N:7][C:6]([C:18]3[CH:23]=[CH:22][C:21]([NH:24][C:25](=O)[O:26]C4C=CC=CC=4)=[CH:20][CH:19]=3)=[N:5][C:4]=2[CH2:3]1.[F:34][C:35]1[CH:41]=[CH:40][C:38]([NH2:39])=[CH:37][CH:36]=1. (7) Given the product [NH2:12]/[C:11](=[N:13]\[O:14][C:41]([CH:37]1[CH2:38][CH2:39][CH2:40][N:35]([C:33]([O:32][C:28]([CH3:31])([CH3:30])[CH3:29])=[O:34])[CH2:36]1)=[O:42])/[C:9]1[NH:8][C:5]2=[N:6][CH:7]=[C:2]([Cl:1])[C:3]([C:15]3[S:19][C:18]([C:20]4([O:24][CH2:25][O:26][CH3:27])[CH2:23][CH2:22][CH2:21]4)=[N:17][CH:16]=3)=[C:4]2[CH:10]=1, predict the reactants needed to synthesize it. The reactants are: [Cl:1][C:2]1[C:3]([C:15]2[S:19][C:18]([C:20]3([O:24][CH2:25][O:26][CH3:27])[CH2:23][CH2:22][CH2:21]3)=[N:17][CH:16]=2)=[C:4]2[CH:10]=[C:9](/[C:11](=[N:13]/[OH:14])/[NH2:12])[NH:8][C:5]2=[N:6][CH:7]=1.[C:28]([O:32][C:33]([N:35]1[CH2:40][CH2:39][CH2:38][CH:37]([C:41](O)=[O:42])[CH2:36]1)=[O:34])([CH3:31])([CH3:30])[CH3:29].CN1CCOCC1.O.ON1C2C=CC=CC=2N=N1.Cl.CN(C)CCCN=C=NCC.